From a dataset of Full USPTO retrosynthesis dataset with 1.9M reactions from patents (1976-2016). Predict the reactants needed to synthesize the given product. (1) The reactants are: [C:1]1([CH3:15])[CH:6]=[CH:5][C:4]([CH:7]2[CH2:12][C:11](=[O:13])[CH2:10][C:9](=[O:14])[CH2:8]2)=[CH:3][CH:2]=1.CO[CH:18](OC)[N:19]([CH3:21])[CH3:20].ClC1C=CC(C2CC(=O)C(=CN(C)C)C(=O)C2)=CC=1. Given the product [CH3:18][N:19]([CH:21]=[C:10]1[C:9](=[O:14])[CH2:8][CH:7]([C:4]2[CH:3]=[CH:2][C:1]([CH3:15])=[CH:6][CH:5]=2)[CH2:12][C:11]1=[O:13])[CH3:20], predict the reactants needed to synthesize it. (2) Given the product [F:15][C:14]1[CH:13]=[C:12]([C:16]([OH:19])([CH3:18])[CH3:17])[CH:11]=[C:10]([F:20])[C:9]=1[C:7]1[S:6][C:5]([NH:21][C:22]2[CH:23]=[CH:24][C:25]3[N:26]([CH:28]=[C:29]([C:31]([N:44]4[CH2:45][CH:42]([OH:41])[CH2:43]4)=[O:32])[N:30]=3)[N:27]=2)=[C:4]([C:2]([NH2:1])=[O:3])[CH:8]=1, predict the reactants needed to synthesize it. The reactants are: [NH2:1][C:2]([C:4]1[CH:8]=[C:7]([C:9]2[C:14]([F:15])=[CH:13][C:12]([C:16]([OH:19])([CH3:18])[CH3:17])=[CH:11][C:10]=2[F:20])[S:6][C:5]=1[NH:21][C:22]1[CH:23]=[CH:24][C:25]2[N:26]([CH:28]=[C:29]([C:31](OCC)=[O:32])[N:30]=2)[N:27]=1)=[O:3].C[Al](C)C.Cl.[OH:41][CH:42]1[CH2:45][NH:44][CH2:43]1. (3) Given the product [CH3:69][O:68][C:67](=[O:70])[NH:66][C@H:61]1[CH2:62][CH2:63][C:64](=[O:65])[N:58]2[CH2:57][CH2:56][CH2:55][C@@H:54]([C:52]3[NH:53][C:49]([C:46]4[CH:45]=[CH:44][C:43]([C:18]5[CH:17]=[CH:16][C:15]([C:12]6[NH:11][C:10]([CH:9]7[CH2:8][C:7]8([CH2:34][CH2:33][O:32][CH2:31][CH2:30]8)[CH2:6][N:5]7[C:4](=[O:35])[C@@H:3]([NH:36][C:37]([O:38][CH3:39])=[O:40])[CH:2]([CH3:1])[CH3:41])=[N:14][CH:13]=6)=[CH:20][CH:19]=5)=[CH:48][CH:47]=4)=[CH:50][N:51]=3)[N:59]2[C:60]1=[O:71], predict the reactants needed to synthesize it. The reactants are: [CH3:1][CH:2]([CH3:41])[C@H:3]([NH:36][C:37](=[O:40])[O:38][CH3:39])[C:4](=[O:35])[N:5]1[CH:9]([C:10]2[NH:11][C:12]([C:15]3[CH:20]=[CH:19][C:18](B4OC(C)(C)C(C)(C)O4)=[CH:17][CH:16]=3)=[CH:13][N:14]=2)[CH2:8][C:7]2([CH2:34][CH2:33][O:32][CH2:31][CH2:30]2)[CH2:6]1.Br[C:43]1[CH:48]=[CH:47][C:46]([C:49]2[NH:53][C:52]([C@H:54]3[N:59]4[C:60](=[O:71])[C@@H:61]([NH:66][C:67](=[O:70])[O:68][CH3:69])[CH2:62][CH2:63][C:64](=[O:65])[N:58]4[CH2:57][CH2:56][CH2:55]3)=[N:51][CH:50]=2)=[CH:45][CH:44]=1.C(=O)(O)[O-].[Na+]. (4) Given the product [CH:1]([C:4]1[CH:9]=[C:8]([O:10][CH3:11])[C:7]([O:12][CH3:13])=[CH:6][C:5]=1[NH2:14])([CH3:3])[CH3:2], predict the reactants needed to synthesize it. The reactants are: [C:1]([C:4]1[CH:9]=[C:8]([O:10][CH3:11])[C:7]([O:12][CH3:13])=[CH:6][C:5]=1[N+:14]([O-])=O)([CH3:3])=[CH2:2].[H][H]. (5) The reactants are: [Br:1][C:2]1[CH:3]=[CH:4][C:5]([CH2:8][OH:9])=[N:6][CH:7]=1.[CH3:10][S:11](Cl)(=[O:13])=[O:12]. Given the product [CH3:10][S:11]([O:9][CH2:8][C:5]1[CH:4]=[CH:3][C:2]([Br:1])=[CH:7][N:6]=1)(=[O:13])=[O:12], predict the reactants needed to synthesize it. (6) Given the product [N:6]1[CH:7]=[CH:8][CH:19]=[CH:20][C:5]=1[CH2:4][N:1]=[N+:2]=[N-:3], predict the reactants needed to synthesize it. The reactants are: [N:1]([CH2:4][C:5]1[CH:20]=[CH:19][C:8](C(NCCCCC(O)=O)=O)=[CH:7][N:6]=1)=[N+:2]=[N-:3].P(OC[C@H]1O[C@@H](N2C3N=CN=C(N)C=3N=C2)[C@H](O)[C@@H]1O)(OP(OP(O)(O)=O)(O)=O)(=O)O.OCC(CO)O. (7) Given the product [C:8]([O:12][C:6](=[O:20])[NH:3][C:35]1[CH:34]=[N:33][C:32]([N:40]2[CH:44]=[CH:43][CH:42]=[N:41]2)=[C:31]([F:30])[CH:39]=1)([CH3:11])([CH3:10])[CH3:9], predict the reactants needed to synthesize it. The reactants are: C([N:3]([CH2:6]C)CC)C.[C:8]([OH:12])([CH3:11])([CH3:10])[CH3:9].C1C=CC(P(N=[N+]=[N-])(C2C=CC=CC=2)=[O:20])=CC=1.[F:30][C:31]1[C:32]([N:40]2[CH:44]=[CH:43][CH:42]=[N:41]2)=[N:33][CH:34]=[C:35]([CH:39]=1)C(O)=O. (8) Given the product [I:2][C:3]1[CH:4]=[C:5]([CH2:9][CH2:10][OH:11])[CH:6]=[CH:7][CH:8]=1, predict the reactants needed to synthesize it. The reactants are: B.[I:2][C:3]1[CH:4]=[C:5]([CH2:9][C:10](O)=[O:11])[CH:6]=[CH:7][CH:8]=1. (9) The reactants are: [CH:1]([C:3]1[O:7][N:6]=[C:5]([C:8]([O:10][CH2:11][CH3:12])=[O:9])[C:4]=1[CH3:13])=[O:2].[CH2:14]([Si](C)(C)C)[CH:15]=[CH2:16].B(F)(F)F.CCOCC.C(N(CC)CC)C. Given the product [OH:2][CH:1]([C:3]1[O:7][N:6]=[C:5]([C:8]([O:10][CH2:11][CH3:12])=[O:9])[C:4]=1[CH3:13])[CH2:16][CH:15]=[CH2:14], predict the reactants needed to synthesize it.